This data is from Peptide-MHC class II binding affinity with 134,281 pairs from IEDB. The task is: Regression. Given a peptide amino acid sequence and an MHC pseudo amino acid sequence, predict their binding affinity value. This is MHC class II binding data. (1) The MHC is DRB3_0101 with pseudo-sequence DRB3_0101. The binding affinity (normalized) is 0.880. The peptide sequence is AFILDTDNLFPKV. (2) The peptide sequence is SSLGVDDVGTPELEL. The MHC is DRB1_0401 with pseudo-sequence DRB1_0401. The binding affinity (normalized) is 0.493. (3) The peptide sequence is NAAYNAADHAAPEDK. The MHC is DRB5_0101 with pseudo-sequence DRB5_0101. The binding affinity (normalized) is 0.203. (4) The peptide sequence is TEYKLTESIDNILVK. The MHC is HLA-DQA10501-DQB10201 with pseudo-sequence HLA-DQA10501-DQB10201. The binding affinity (normalized) is 0.383.